From a dataset of Forward reaction prediction with 1.9M reactions from USPTO patents (1976-2016). Predict the product of the given reaction. (1) Given the reactants C(N(C(C)C)CC)(C)C.[Cl:10][C:11]1[CH:16]=[CH:15][C:14]([CH2:17]Cl)=[CH:13][N+:12]=1[O-:19].[CH3:20][CH:21]1[CH2:26][CH2:25][CH2:24][NH:23][CH2:22]1.[I-].[K+].[N-]=C=O.C(=O)([O-])[O-], predict the reaction product. The product is: [Cl:10][C:11]1[CH:16]=[CH:15][C:14]([CH2:17][N:23]2[CH2:24][CH2:25][CH2:26][CH:21]([CH3:20])[CH2:22]2)=[CH:13][N+:12]=1[O-:19]. (2) Given the reactants [NH:1]([C:3]1[N:8]([CH2:9][CH:10]([CH3:12])[CH3:11])[C:7](=[O:13])[N:6]([CH3:14])[C:5](=[O:15])[CH:4]=1)[NH2:2].[Cl:16][C:17]1[CH:18]=[C:19]2[C:23](=[CH:24][CH:25]=1)[NH:22][CH:21]=[C:20]2[CH:26]=O.[C:28]([C:31]1[CH:32]=[C:33]([CH:37]=O)[N:34]([CH3:36])[CH:35]=1)(=[O:30])[CH3:29].C(C1C=[C:44](C2N(CC3C4C(=CC=C(Cl)C=4)NC=3)N=C3C=2C(=O)N(C)C(=O)N3CC(C)C)[N:45](C)[CH:46]=1)(=O)C.I(Cl)(=O)=O.I(Cl)(=O)=O.C([N+](C)(C)C)C1C=CC=CC=1.CNC, predict the reaction product. The product is: [Cl:16][C:17]1[CH:18]=[C:19]2[C:23](=[CH:24][CH:25]=1)[NH:22][CH:21]=[C:20]2[CH2:26][N:2]1[C:37]([C:33]2[N:34]([CH3:36])[CH:35]=[C:31]([C:28](=[O:30])[CH2:29][N:45]([CH3:46])[CH3:44])[CH:32]=2)=[C:4]2[C:3]([N:8]([CH2:9][CH:10]([CH3:11])[CH3:12])[C:7](=[O:13])[N:6]([CH3:14])[C:5]2=[O:15])=[N:1]1. (3) Given the reactants C([Si](C)(C)[O:6][C@@H:7]1[CH2:30][CH2:29][C@@:28]2([CH3:31])[CH:9]([CH2:10][C@@H:11]([OH:34])[C@@H:12]3[C@@H:27]2[CH2:26][C@H:25]([OH:32])[C@@:24]2([CH3:33])[C@H:13]3[CH2:14][CH2:15][C@@H:16]2[C@H:17]([CH3:23])[CH2:18][CH2:19][CH2:20][O:21][CH3:22])[CH2:8]1)(C)(C)C.O.[F-].C([N+](CCCC)(CCCC)CCCC)CCC.[F-].C([N+](CCCC)(CCCC)CCCC)CCC, predict the reaction product. The product is: [OH:6][C@@H:7]1[CH2:30][CH2:29][C@@:28]2([CH3:31])[CH:9]([CH2:10][C@@H:11]([OH:34])[C@@H:12]3[C@@H:27]2[CH2:26][C@H:25]([OH:32])[C@@:24]2([CH3:33])[C@H:13]3[CH2:14][CH2:15][C@@H:16]2[C@H:17]([CH3:23])[CH2:18][CH2:19][CH2:20][O:21][CH3:22])[CH2:8]1. (4) Given the reactants [C:1]([C:5]1[CH:10]=[CH:9][C:8]([C:11]2=[N:12][CH2:13][CH2:14][CH2:15][C:16]3[N:21]=[CH:20][CH:19]=[CH:18][C:17]2=3)=[CH:7][CH:6]=1)([CH3:4])([CH3:3])[CH3:2].[BH4-].[Na+].Cl.C([O-])([O-])=O.[Na+].[Na+], predict the reaction product. The product is: [C:1]([C:5]1[CH:6]=[CH:7][C:8]([CH:11]2[C:17]3[CH:18]=[CH:19][CH:20]=[N:21][C:16]=3[CH2:15][CH2:14][CH2:13][NH:12]2)=[CH:9][CH:10]=1)([CH3:4])([CH3:2])[CH3:3]. (5) Given the reactants I[C:2]1[CH:7]=[CH:6][C:5]([CH:8]2[C:17]([C:18]3[CH:23]=[CH:22][CH:21]=[C:20]([O:24]C4CCCCO4)[CH:19]=3)=[C:16]([CH3:31])[C:15]3[C:10](=[CH:11][CH:12]=[C:13]([O:32]C4CCCCO4)[CH:14]=3)[O:9]2)=[CH:4][CH:3]=1.[CH2:39]([NH:41][CH2:42][CH2:43][OH:44])[CH3:40].[F:45][C:46]([F:51])([F:50])[CH2:47][CH2:48]I, predict the reaction product. The product is: [CH2:39]([N:41]([CH2:48][CH2:47][C:46]([F:51])([F:50])[F:45])[CH2:42][CH2:43][O:44][C:2]1[CH:7]=[CH:6][C:5]([CH:8]2[C:17]([C:18]3[CH:23]=[CH:22][CH:21]=[C:20]([OH:24])[CH:19]=3)=[C:16]([CH3:31])[C:15]3[C:10](=[CH:11][CH:12]=[C:13]([OH:32])[CH:14]=3)[O:9]2)=[CH:4][CH:3]=1)[CH3:40]. (6) Given the reactants Cl[C:2]1[CH:3]=[C:4]([CH:23]=[CH:24][C:25]=1Cl)[O:5][CH:6]1[CH2:11][CH2:10][N:9]([S:12]([C:15]2[C:16]([CH3:22])=[N:17][N:18](C)[C:19]=2[CH3:20])(=[O:14])=[O:13])[CH2:8][CH2:7]1.ClC1C=C(C=CC=1Cl)NCC1CCN(S(C2C(C)=NN(C)C=2C)(=O)=O)CC1.Cl.[F:55]C1C=CC=CC=1OC1CCNCC1, predict the reaction product. The product is: [CH3:22][C:16]1[C:15]([S:12]([N:9]2[CH2:10][CH2:11][CH:6]([O:5][C:4]3[CH:23]=[CH:24][CH:25]=[CH:2][C:3]=3[F:55])[CH2:7][CH2:8]2)(=[O:14])=[O:13])=[C:19]([CH3:20])[NH:18][N:17]=1. (7) Given the reactants [N:1]([C:4]1[CH:12]=[CH:11][C:7]2[NH:8][CH:9]=[N:10][C:6]=2[CH:5]=1)=[C:2]=[S:3].[NH:13]1[CH2:17][CH2:16][CH2:15][CH2:14]1, predict the reaction product. The product is: [NH:8]1[C:7]2[CH:11]=[CH:12][C:4]([NH:1][C:2]([N:13]3[CH2:17][CH2:16][CH2:15][CH2:14]3)=[S:3])=[CH:5][C:6]=2[N:10]=[CH:9]1. (8) Given the reactants [F:1][C:2]([F:18])([F:17])[C:3]1[CH:16]=[CH:15][C:6]2[CH:7]=[C:8]([C:10]([O:12]CC)=[O:11])[S:9][C:5]=2[CH:4]=1.CO.[Li+].[OH-].O, predict the reaction product. The product is: [F:17][C:2]([F:1])([F:18])[C:3]1[CH:16]=[CH:15][C:6]2[CH:7]=[C:8]([C:10]([OH:12])=[O:11])[S:9][C:5]=2[CH:4]=1.